Task: Predict the reactants needed to synthesize the given product.. Dataset: Full USPTO retrosynthesis dataset with 1.9M reactions from patents (1976-2016) (1) Given the product [NH2:1][C:4]1[CH:5]=[C:6]([CH2:14][CH2:15][C:16]([O:18][CH2:19][CH3:20])=[O:17])[C:7]2[CH2:8][CH2:9][CH2:10][CH2:11][C:12]=2[CH:13]=1, predict the reactants needed to synthesize it. The reactants are: [N+:1]([C:4]1[CH:5]=[C:6]([CH:14]=[CH:15][C:16]([O:18][CH2:19][CH3:20])=[O:17])[C:7]2[CH2:8][CH2:9][CH2:10][CH2:11][C:12]=2[CH:13]=1)([O-])=O. (2) Given the product [N:9]1([CH2:14][C:15]2([C:46]3[CH:51]=[CH:50][C:49]([F:52])=[CH:48][C:47]=3[F:53])[O:19][CH:18]([S:20][CH2:21][C:22]3[CH:23]=[CH:24][C:25]([N:28]4[CH2:29][CH2:30][N:31]([C:34]5[CH:39]=[CH:38][C:37]([N:40]6[C:44](=[O:45])[N:43]([CH:2]([CH:3]([OH:5])[CH3:4])[CH3:6])[N:42]=[CH:41]6)=[CH:36][CH:35]=5)[CH2:32][CH2:33]4)=[CH:26][CH:27]=3)[CH2:17][O:16]2)[CH:13]=[N:12][CH:11]=[N:10]1, predict the reactants needed to synthesize it. The reactants are: Br[CH:2]([CH3:6])[CH:3]([OH:5])[CH3:4].[OH-].[K+].[N:9]1([CH2:14][C:15]2([C:46]3[CH:51]=[CH:50][C:49]([F:52])=[CH:48][C:47]=3[F:53])[O:19][CH:18]([S:20][CH2:21][C:22]3[CH:27]=[CH:26][C:25]([N:28]4[CH2:33][CH2:32][N:31]([C:34]5[CH:39]=[CH:38][C:37]([N:40]6[C:44](=[O:45])[NH:43][N:42]=[CH:41]6)=[CH:36][CH:35]=5)[CH2:30][CH2:29]4)=[CH:24][CH:23]=3)[CH2:17][O:16]2)[CH:13]=[N:12][CH:11]=[N:10]1.